The task is: Predict the reaction yield, written as a fraction of the theoretical maximum amount of product (1.0 means a 100% yield; for example, 0.34 means a 34% yield).. This data is from Reaction yield outcomes from USPTO patents with 853,638 reactions. (1) The reactants are Cl.[CH3:2][O:3][C:4]1[CH:9]=[CH:8][C:7]([NH:10][NH2:11])=[CH:6][CH:5]=1.C(N(CC)CC)C.[Cl:19][C:20]1[CH:25]=[CH:24][C:23]([C:26](=O)[C:27]#[C:28][C:29]2([OH:39])[CH2:38][CH2:37][C:32]3([O:36][CH2:35][CH2:34][O:33]3)[CH2:31][CH2:30]2)=[CH:22][CH:21]=1. The catalyst is C(O)C. The product is [Cl:19][C:20]1[CH:25]=[CH:24][C:23]([C:26]2[N:10]([C:7]3[CH:8]=[CH:9][C:4]([O:3][CH3:2])=[CH:5][CH:6]=3)[N:11]=[C:28]([C:29]3([OH:39])[CH2:30][CH2:31][C:32]4([O:33][CH2:34][CH2:35][O:36]4)[CH2:37][CH2:38]3)[CH:27]=2)=[CH:22][CH:21]=1. The yield is 0.790. (2) The reactants are [CH:1]1([C:4]([C:6]2[C:7](Cl)=[N:8][CH:9]=[N:10][C:11]=2[Cl:12])=O)[CH2:3][CH2:2]1.[NH2:14][NH2:15]. The catalyst is C1COCC1. The product is [Cl:12][C:11]1[N:10]=[CH:9][N:8]=[C:7]2[NH:14][N:15]=[C:4]([CH:1]3[CH2:3][CH2:2]3)[C:6]=12. The yield is 0.740. (3) The reactants are [C:1]([O:5][C:6]([N:8]1[C:16]2[C:11](=[CH:12][C:13]([CH:17]=[CH2:18])=[CH:14][CH:15]=2)[CH2:10][CH2:9]1)=[O:7])([CH3:4])([CH3:3])[CH3:2].Br[CH:20]([C:25]1[CH:26]=[C:27]([Cl:33])[C:28]([F:32])=[C:29]([Cl:31])[CH:30]=1)[C:21]([F:24])([F:23])[F:22].N1C=CC=CC=1C1C=CC=CN=1. The catalyst is ClC1C=CC=CC=1Cl.Cl[Cu]. The product is [Cl:31][C:29]1[CH:30]=[C:25]([CH:20]([C:21]([F:24])([F:23])[F:22])/[CH:18]=[CH:17]/[C:13]2[CH:12]=[C:11]3[C:16](=[CH:15][CH:14]=2)[N:8]([C:6]([O:5][C:1]([CH3:4])([CH3:3])[CH3:2])=[O:7])[CH2:9][CH2:10]3)[CH:26]=[C:27]([Cl:33])[C:28]=1[F:32]. The yield is 0.610. (4) The reactants are [Br:1][C:2]1[CH:7]=[C:6](I)[C:5]([O:9][CH3:10])=[CH:4][C:3]=1[Cl:11].[NH2:12][C@@H:13]([CH3:17])[C:14]([OH:16])=[O:15].C1(NN=CC2C=CC=CC=2O)C=CC=CC=1.O. The catalyst is CN(C=O)C.[Cu]I.CCOCC. The product is [Br:1][C:2]1[C:3]([Cl:11])=[CH:4][C:5]([O:9][CH3:10])=[C:6]([NH:12][C@@H:13]([CH3:17])[C:14]([OH:16])=[O:15])[CH:7]=1. The yield is 0.640. (5) The reactants are Br[CH2:2][C:3](=O)[C:4]([O:6][CH2:7][CH3:8])=[O:5].[NH4+].[C:11](=[S:14])([S-:13])[NH2:12]. The catalyst is CCO.CCOC(C)=O. The product is [SH:14][C:11]1[S:13][CH:2]=[C:3]([C:4]([O:6][CH2:7][CH3:8])=[O:5])[N:12]=1. The yield is 0.230. (6) The reactants are [C:1]([O:5][C:6](=[O:17])[C:7]([O-])=[CH:8][C:9]([C:11]1[O:12][CH:13]=[CH:14][CH:15]=1)=O)([CH3:4])([CH3:3])[CH3:2].[Li+].Cl.[F:20][C:21]1[CH:28]=[CH:27][C:26]([NH:29][NH2:30])=[CH:25][C:22]=1[C:23]#[N:24]. The catalyst is C(O)(=O)C. The product is [C:23]([C:22]1[CH:25]=[C:26]([N:29]2[C:9]([C:11]3[O:12][CH:13]=[CH:14][CH:15]=3)=[CH:8][C:7]([C:6]([O:5][C:1]([CH3:4])([CH3:3])[CH3:2])=[O:17])=[N:30]2)[CH:27]=[CH:28][C:21]=1[F:20])#[N:24]. The yield is 0.950. (7) The product is [CH2:2]1[O:3][C:4]2([CH2:5][CH:6]3[C:7](=[O:13])[CH:8]([CH2:34][CH2:29]3)[CH2:9]2)[O:12][CH2:1]1. The catalyst is C(Cl)Cl. The reactants are [CH2:1]1[O:12][C:4]2([CH:9]3CC[CH:5]2[CH2:6][CH2:7][CH2:8]3)[O:3][CH2:2]1.[O:13]=[O+][O-].C1(P([C:29]2[CH:34]=CC=CC=2)C2C=CC=CC=2)C=CC=CC=1. The yield is 0.400. (8) The reactants are [C:1]([N:8]1[CH2:12][CH2:11][C@H:10]([N:13]([CH:21]2[CH2:26][CH2:25][C:24]([CH3:28])([CH3:27])[CH2:23][CH2:22]2)[C:14](=[O:20])[C:15]([CH3:19])([CH3:18])[CH2:16][OH:17])[CH2:9]1)([O:3][C:4]([CH3:7])([CH3:6])[CH3:5])=[O:2].[H-].[Na+].I[CH3:32]. The catalyst is C1COCC1. The product is [C:1]([N:8]1[CH2:12][CH2:11][C@H:10]([N:13]([C:14](=[O:20])[C:15]([CH3:19])([CH3:18])[CH2:16][O:17][CH3:32])[CH:21]2[CH2:26][CH2:25][C:24]([CH3:28])([CH3:27])[CH2:23][CH2:22]2)[CH2:9]1)([O:3][C:4]([CH3:5])([CH3:6])[CH3:7])=[O:2]. The yield is 0.946. (9) The reactants are [CH2:1]([O:8][CH2:9][CH2:10][CH2:11][C:12]([OH:14])=O)[C:2]1[CH:7]=[CH:6][CH:5]=[CH:4][CH:3]=1.C1CCC(N=C=NC2CCCCC2)CC1.[C:30]([O:33][C@H:34]([C:37]#[C:38][C:39]#[C:40][C@H:41]([NH2:51])[CH2:42][CH2:43][CH2:44][CH2:45][CH2:46][CH2:47][CH2:48][CH2:49][CH3:50])[CH:35]=[CH2:36])(=[O:32])[CH3:31]. The catalyst is C(Cl)Cl.CN(C1C=CN=CC=1)C. The product is [C:30]([O:33][C@H:34]([C:37]#[C:38][C:39]#[C:40][C@H:41]([NH:51][C:12](=[O:14])[CH2:11][CH2:10][CH2:9][O:8][CH2:1][C:2]1[CH:3]=[CH:4][CH:5]=[CH:6][CH:7]=1)[CH2:42][CH2:43][CH2:44][CH2:45][CH2:46][CH2:47][CH2:48][CH2:49][CH3:50])[CH:35]=[CH2:36])(=[O:32])[CH3:31]. The yield is 0.709.